Dataset: Forward reaction prediction with 1.9M reactions from USPTO patents (1976-2016). Task: Predict the product of the given reaction. (1) Given the reactants [ClH:1].[NH2:2][OH:3].[OH-].[K+].[CH2:6]([O:8][C@@H:9]([CH2:15][C:16]1[CH:21]=[CH:20][C:19]([O:22][CH2:23][C:24]2[CH:29]=[CH:28][CH:27]=[CH:26][N:25]=2)=[CH:18][CH:17]=1)[C:10](OCC)=[O:11])[CH3:7].NO, predict the reaction product. The product is: [ClH:1].[CH2:6]([O:8][C@@H:9]([CH2:15][C:16]1[CH:21]=[CH:20][C:19]([O:22][CH2:23][C:24]2[CH:29]=[CH:28][CH:27]=[CH:26][N:25]=2)=[CH:18][CH:17]=1)[C:10]([NH:2][OH:3])=[O:11])[CH3:7]. (2) Given the reactants [NH2:1][C:2]1[C:3]2[C:8]([N:9]=[C:10]3[C:15]=1[CH2:14][CH2:13][CH2:12][CH2:11]3)=[CH:7][CH:6]=[CH:5][CH:4]=2.[OH-].[K+].Br[CH2:19][CH2:20][CH2:21][CH2:22][CH2:23][CH2:24][CH2:25][N:26]1[C:34](=[O:35])[C:33]2[C:28](=[CH:29][CH:30]=[CH:31][CH:32]=2)[C:27]1=[O:36], predict the reaction product. The product is: [CH2:4]1[C:3]2[C:8](=[N:9][C:10]3[C:15]([C:2]=2[NH:1][CH2:19][CH2:20][CH2:21][CH2:22][CH2:23][CH2:24][CH2:25][N:26]2[C:34](=[O:35])[C:33]4[C:28](=[CH:29][CH:30]=[CH:31][CH:32]=4)[C:27]2=[O:36])=[CH:14][CH:13]=[CH:12][CH:11]=3)[CH2:7][CH2:6][CH2:5]1. (3) Given the reactants C(NC(C)C)(C)C.[Li]CCCC.[CH2:13]([N:20]([CH2:35][CH2:36][C:37]([O:39][CH2:40][CH3:41])=[O:38])[C:21]1[C:26]([C:27]([O:29]CC)=O)=[C:25]([Cl:32])[N:24]=[C:23]([S:33][CH3:34])[N:22]=1)[C:14]1[CH:19]=[CH:18][CH:17]=[CH:16][CH:15]=1.O, predict the reaction product. The product is: [CH2:13]([N:20]1[C:21]2[N:22]=[C:23]([S:33][CH3:34])[N:24]=[C:25]([Cl:32])[C:26]=2[C:27](=[O:29])[CH:36]([C:37]([O:39][CH2:40][CH3:41])=[O:38])[CH2:35]1)[C:14]1[CH:19]=[CH:18][CH:17]=[CH:16][CH:15]=1. (4) Given the reactants [S:1]([O:8]S(C(F)(F)F)(=O)=O)([C:4]([F:7])([F:6])[F:5])(=[O:3])=[O:2].[N+:16]([C:19]1[CH:24]=[C:23]([C:25]([CH3:28])([CH3:27])[CH3:26])[CH:22]=[CH:21][C:20]=1O)([O-:18])=[O:17].N1C=CC=CC=1.C([O-])(O)=O.[Na+], predict the reaction product. The product is: [C:25]([C:23]1[CH:22]=[CH:21][C:20]([O:8][S:1]([C:4]([F:7])([F:6])[F:5])(=[O:3])=[O:2])=[C:19]([N+:16]([O-:18])=[O:17])[CH:24]=1)([CH3:28])([CH3:26])[CH3:27]. (5) Given the reactants Br[C:2]1[S:3][C:4]([C:7]2[CH:12]=[CH:11][C:10]([O:13][CH:14]([CH3:16])[CH3:15])=[C:9]([Cl:17])[CH:8]=2)=[N:5][N:6]=1.[CH2:18]([C:20]1[C:25](/[CH:26]=[CH:27]/[O:28][CH3:29])=[CH:24][CH:23]=[CH:22][C:21]=1B1OC(C)(C)C(C)(C)O1)[CH3:19].P([O-])([O-])([O-])=O.[K+].[K+].[K+], predict the reaction product. The product is: [Cl:17][C:9]1[CH:8]=[C:7]([C:4]2[S:3][C:2]([C:21]3[CH:22]=[CH:23][CH:24]=[C:25](/[CH:26]=[CH:27]/[O:28][CH3:29])[C:20]=3[CH2:18][CH3:19])=[N:6][N:5]=2)[CH:12]=[CH:11][C:10]=1[O:13][CH:14]([CH3:16])[CH3:15]. (6) Given the reactants [OH:1][C:2]1[CH:3]=[C:4]([C:10](=O)[CH3:11])[CH:5]=[CH:6][C:7]=1[O:8][CH3:9].Cl.[C:14]([C:16]1[CH:24]=[CH:23][C:19]([CH2:20][O:21][NH2:22])=[CH:18][CH:17]=1)#[N:15], predict the reaction product. The product is: [C:14]([C:16]1[CH:24]=[CH:23][C:19]([CH2:20][O:21]/[N:22]=[C:10](/[C:4]2[CH:5]=[CH:6][C:7]([O:8][CH3:9])=[C:2]([OH:1])[CH:3]=2)\[CH3:11])=[CH:18][CH:17]=1)#[N:15]. (7) Given the reactants [C:1]([NH:5][C:6]([C:8]1[CH:9]=[C:10]([CH:44]=[CH:45][CH:46]=1)[O:11][C:12]1[CH:17]=[CH:16][C:15]([NH:18][C:19]2[C:29]3[CH:28]=[C:27]([C:30]([O:32][CH3:33])=[O:31])[CH2:26][CH2:25][N:24](CC4C=CC(OC)=CC=4)[C:23]=3[N:22]=[CH:21][N:20]=2)=[CH:14][C:13]=1[Cl:43])=[O:7])([CH3:4])([CH3:3])[CH3:2].FC(F)(F)C(O)=O, predict the reaction product. The product is: [C:1]([NH:5][C:6]([C:8]1[CH:9]=[C:10]([CH:44]=[CH:45][CH:46]=1)[O:11][C:12]1[CH:17]=[CH:16][C:15]([NH:18][C:19]2[C:29]3[CH:28]=[C:27]([C:30]([O:32][CH3:33])=[O:31])[CH2:26][CH2:25][NH:24][C:23]=3[N:22]=[CH:21][N:20]=2)=[CH:14][C:13]=1[Cl:43])=[O:7])([CH3:4])([CH3:2])[CH3:3]. (8) Given the reactants [Br:1][C:2]1[CH:7]=[CH:6][C:5]([C:8]2[S:9][CH:10]=[C:11]([C:14]([CH3:16])=O)[C:12]=2[OH:13])=[CH:4][CH:3]=1.[N:17]1[CH:22]=[CH:21][CH:20]=[C:19]([CH2:23][NH:24][C:25]([C:27]2[S:28][C:29]([C:32]([NH:34][NH2:35])=[O:33])=[CH:30][CH:31]=2)=[O:26])[CH:18]=1, predict the reaction product. The product is: [N:17]1[CH:22]=[CH:21][CH:20]=[C:19]([CH2:23][NH:24][C:25]([C:27]2[S:28][C:29]([C:32]([NH:34][N:35]=[C:14]([C:11]3[C:12]([OH:13])=[C:8]([C:5]4[CH:6]=[CH:7][C:2]([Br:1])=[CH:3][CH:4]=4)[S:9][CH:10]=3)[CH3:16])=[O:33])=[CH:30][CH:31]=2)=[O:26])[CH:18]=1. (9) The product is: [Cl:1][C:2]1[C:3]([C:15]2[C:16]([NH2:23])=[N:17][CH:18]=[CH:19][C:20]=2[O:21][CH3:22])=[CH:4][C:5]([O:8][CH3:9])=[N:6][CH:7]=1. Given the reactants [Cl:1][C:2]1[C:3]([Sn](C)(C)C)=[CH:4][C:5]([O:8][CH3:9])=[N:6][CH:7]=1.I[C:15]1[C:16]([NH2:23])=[N:17][CH:18]=[CH:19][C:20]=1[O:21][CH3:22].[F-].[Cs+], predict the reaction product. (10) Given the reactants Cl[C:2]1[CH:7]=[CH:6][N:5]=[CH:4][C:3]=1[N+:8]([O-:10])=[O:9].[CH3:11][N:12]1[CH2:17][CH2:16][NH:15][CH2:14][CH2:13]1.CCN(C(C)C)C(C)C.C([O-])(O)=O.[Na+], predict the reaction product. The product is: [CH3:11][N:12]1[CH2:17][CH2:16][N:15]([C:2]2[CH:7]=[CH:6][N:5]=[CH:4][C:3]=2[N+:8]([O-:10])=[O:9])[CH2:14][CH2:13]1.